This data is from Forward reaction prediction with 1.9M reactions from USPTO patents (1976-2016). The task is: Predict the product of the given reaction. (1) The product is: [N:25]1[CH:26]=[CH:27][N:28]=[CH:29][C:24]=1[C@@H:22]1[C@H:6]([C:2]2[S:1][CH:5]=[CH:4][N:3]=2)[NH:7][C@:8]([CH2:16][C:17]2[N:18]=[CH:19][S:20][CH:21]=2)([C:9]([O:11][C:12]([CH3:14])([CH3:15])[CH3:13])=[O:10])[CH2:23]1. Given the reactants [S:1]1[CH:5]=[CH:4][N:3]=[C:2]1[CH:6]=[N:7][CH:8]([CH2:16][C:17]1[N:18]=[CH:19][S:20][CH:21]=1)[C:9]([O:11][C:12]([CH3:15])([CH3:14])[CH3:13])=[O:10].[CH:22]([C:24]1[CH:29]=[N:28][CH:27]=[CH:26][N:25]=1)=[CH2:23].[Br-].[Li+].C(N(CC)CC)C.[Cl-].[NH4+], predict the reaction product. (2) Given the reactants C[O:2][C:3](=[O:23])[CH:4]([NH:15]C(OC(C)(C)C)=O)[CH:5]([OH:14])[CH2:6][CH2:7][C:8]1[CH:13]=[CH:12][CH:11]=[CH:10][CH:9]=1.[ClH:24], predict the reaction product. The product is: [ClH:24].[NH2:15][CH:4]([CH:5]([OH:14])[CH2:6][CH2:7][C:8]1[CH:13]=[CH:12][CH:11]=[CH:10][CH:9]=1)[C:3]([OH:23])=[O:2]. (3) Given the reactants OC[CH:3]([S:10][C:11]1[CH:16]=[C:15]([OH:17])[CH:14]=[CH:13][C:12]=1[OH:18])[C:4]1[CH:9]=[CH:8][CH:7]=[CH:6][CH:5]=1.[CH3:19]OC(=O)C1C=CC(CCl)=CC=1, predict the reaction product. The product is: [C:9]1([CH:4]2[CH2:3][S:10][C:11]3[CH:16]=[C:15]([OH:17])[CH:14]=[CH:13][C:12]=3[O:18]2)[CH:8]=[CH:7][CH:6]=[CH:5][CH:19]=1. (4) The product is: [CH2:15]([N:17]([CH3:18])[C:12]([C:4]1[CH:3]=[C:2]([OH:1])[C:11]2[C:6](=[CH:7][CH:8]=[CH:9][CH:10]=2)[N:5]=1)=[O:14])[CH3:16]. Given the reactants [OH:1][C:2]1[C:11]2[C:6](=[CH:7][CH:8]=[CH:9][CH:10]=2)[N:5]=[C:4]([C:12]([OH:14])=O)[CH:3]=1.[CH2:15]([NH:17][CH3:18])[CH3:16].CCN=C=NCCCN(C)C.Cl.C1C=CC2N(O)N=NC=2C=1.O.C(=O)([O-])O.[Na+], predict the reaction product. (5) Given the reactants [OH:1][NH:2][C:3]([C:5]1[CH:9]=[CH:8][O:7][CH:6]=1)=[NH:4].[CH3:10][O:11][C:12]1[CH:13]=[C:14]([OH:21])[C:15](=[CH:19][CH:20]=1)[C:16](O)=O, predict the reaction product. The product is: [O:7]1[CH:8]=[CH:9][C:5]([C:3]2[N:4]=[C:16]([C:15]3[CH:19]=[CH:20][C:12]([O:11][CH3:10])=[CH:13][C:14]=3[OH:21])[O:1][N:2]=2)=[CH:6]1. (6) Given the reactants [CH2:1]([O:3][C:4]1[CH:5]=[C:6]2[C:11](=[CH:12][CH:13]=1)[N:10]=[C:9]([C:14]1[CH:15]=[N:16][CH:17]=[CH:18][CH:19]=1)[N:8]=[C:7]2O)[CH3:2].P(Cl)(Cl)([Cl:23])=O, predict the reaction product. The product is: [Cl:23][C:7]1[C:6]2[C:11](=[CH:12][CH:13]=[C:4]([O:3][CH2:1][CH3:2])[CH:5]=2)[N:10]=[C:9]([C:14]2[CH:15]=[N:16][CH:17]=[CH:18][CH:19]=2)[N:8]=1. (7) Given the reactants [C:1](=[O:18])([O:8][C:9]1[CH:14]=[CH:13][C:12]([N+:15]([O-:17])=[O:16])=[CH:11][CH:10]=1)[O:2][CH:3](Cl)[CH:4]([CH3:6])[CH3:5].[I-:19].[Na+].[Cl-].[Ca+2].[Cl-].O, predict the reaction product. The product is: [C:1](=[O:18])([O:8][C:9]1[CH:14]=[CH:13][C:12]([N+:15]([O-:17])=[O:16])=[CH:11][CH:10]=1)[O:2][CH:3]([I:19])[CH:4]([CH3:6])[CH3:5].